From a dataset of Forward reaction prediction with 1.9M reactions from USPTO patents (1976-2016). Predict the product of the given reaction. (1) Given the reactants [Cl:1][C:2]1[N:10]=[C:9]2[C:5]([NH:6][CH:7]=[N:8]2)=[C:4]([Cl:11])[N:3]=1.C(=O)([O-])[O-].[K+].[K+].[CH:18]1(I)[CH2:23][CH2:22][CH2:21][CH2:20][CH2:19]1, predict the reaction product. The product is: [CH:18]1([N:8]2[CH:7]=[N:6][C:5]3[C:9]2=[N:10][C:2]([Cl:1])=[N:3][C:4]=3[Cl:11])[CH2:23][CH2:22][CH2:21][CH2:20][CH2:19]1. (2) Given the reactants [CH:1]1[C:10]2[C:5](=[CH:6][CH:7]=[CH:8][CH:9]=2)[CH:4]=[CH:3][C:2]=1[CH2:11][O:12][CH2:13][C:14]1[O:18][N:17]=[C:16]([C:19]([OH:21])=O)[CH:15]=1.[CH3:22][C:23]1([CH2:27][NH2:28])[CH2:26][O:25][CH2:24]1.ON1C2C=CC=CC=2N=N1.Cl.C(N=C=NCCCN(C)C)C.Cl, predict the reaction product. The product is: [CH3:22][C:23]1([CH2:27][NH:28][C:19]([C:16]2[CH:15]=[C:14]([CH2:13][O:12][CH2:11][C:2]3[CH:3]=[CH:4][C:5]4[C:10](=[CH:9][CH:8]=[CH:7][CH:6]=4)[CH:1]=3)[O:18][N:17]=2)=[O:21])[CH2:26][O:25][CH2:24]1. (3) Given the reactants C(OC(=O)[NH:7][C:8]1[CH:13]=[CH:12][C:11]([Cl:14])=[CH:10][C:9]=1[NH:15][C:16](=[O:34])[CH2:17][C:18]([C:20]1[CH:25]=[CH:24][CH:23]=[C:22]([C:26]2[CH:31]=[C:30]([CH3:32])[N:29]=[C:28]([CH3:33])[CH:27]=2)[CH:21]=1)=O)(C)(C)C.C(O)(C(F)(F)F)=O, predict the reaction product. The product is: [Cl:14][C:11]1[CH:12]=[CH:13][C:8]2[N:7]=[C:18]([C:20]3[CH:25]=[CH:24][CH:23]=[C:22]([C:26]4[CH:31]=[C:30]([CH3:32])[N:29]=[C:28]([CH3:33])[CH:27]=4)[CH:21]=3)[CH2:17][C:16](=[O:34])[NH:15][C:9]=2[CH:10]=1. (4) Given the reactants [Br:1][C:2]1[CH:3]=[C:4]([CH2:19][CH2:20][C:21]([O:23][CH3:24])=[O:22])[CH:5]=[C:6]([Br:18])[C:7]=1[O:8][C:9]1[CH:14]=[CH:13][C:12]([N+:15]([O-])=O)=[CH:11][CH:10]=1, predict the reaction product. The product is: [NH2:15][C:12]1[CH:11]=[CH:10][C:9]([O:8][C:7]2[C:6]([Br:18])=[CH:5][C:4]([CH2:19][CH2:20][C:21]([O:23][CH3:24])=[O:22])=[CH:3][C:2]=2[Br:1])=[CH:14][CH:13]=1.